From a dataset of Forward reaction prediction with 1.9M reactions from USPTO patents (1976-2016). Predict the product of the given reaction. Given the reactants C([Si](C)(C)[O:6][CH2:7][CH2:8][N:9]([C:36]#[N:37])[C:10]1[CH:15]=[CH:14][C:13]([NH:16][C:17]([C:19]2[CH:24]=[C:23]([F:25])[C:22]([CH3:26])=[CH:21][C:20]=2[NH:27][C:28]([C:30]2[S:31][C:32]([Cl:35])=[CH:33][CH:34]=2)=[O:29])=[O:18])=[CH:12][CH:11]=1)(C)(C)C.[CH3:40][S:41]([OH:44])(=[O:43])=[O:42], predict the reaction product. The product is: [CH3:40][S:41]([OH:44])(=[O:43])=[O:42].[Cl:35][C:32]1[S:31][C:30]([C:28]([NH:27][C:20]2[CH:21]=[C:22]([CH3:26])[C:23]([F:25])=[CH:24][C:19]=2[C:17]([NH:16][C:13]2[CH:14]=[CH:15][C:10]([N:9]3[CH2:8][CH2:7][O:6][C:36]3=[NH:37])=[CH:11][CH:12]=2)=[O:18])=[O:29])=[CH:34][CH:33]=1.